This data is from NCI-60 drug combinations with 297,098 pairs across 59 cell lines. The task is: Regression. Given two drug SMILES strings and cell line genomic features, predict the synergy score measuring deviation from expected non-interaction effect. (1) Drug 1: CC12CCC(CC1=CCC3C2CCC4(C3CC=C4C5=CN=CC=C5)C)O. Synergy scores: CSS=43.9, Synergy_ZIP=-2.02, Synergy_Bliss=-3.75, Synergy_Loewe=-25.5, Synergy_HSA=-2.79. Drug 2: C1=CN(C(=O)N=C1N)C2C(C(C(O2)CO)O)O.Cl. Cell line: A549. (2) Drug 1: CCCS(=O)(=O)NC1=C(C(=C(C=C1)F)C(=O)C2=CNC3=C2C=C(C=N3)C4=CC=C(C=C4)Cl)F. Drug 2: CC=C1C(=O)NC(C(=O)OC2CC(=O)NC(C(=O)NC(CSSCCC=C2)C(=O)N1)C(C)C)C(C)C. Cell line: OVCAR-5. Synergy scores: CSS=48.9, Synergy_ZIP=4.06, Synergy_Bliss=-4.24, Synergy_Loewe=-71.3, Synergy_HSA=-7.94.